This data is from Catalyst prediction with 721,799 reactions and 888 catalyst types from USPTO. The task is: Predict which catalyst facilitates the given reaction. (1) Reactant: [N+:1]([C:4]1[CH:14]=[CH:13][C:7]([O:8][CH2:9][C:10]([OH:12])=[O:11])=[CH:6][CH:5]=1)([O-:3])=[O:2].O[CH2:16][CH2:17][O:18][C:19](=[O:31])[CH2:20][O:21][C:22]1[CH:27]=[CH:26][C:25]([N+:28]([O-:30])=[O:29])=[CH:24][CH:23]=1.C1(N=C=NC2CCCCC2)CCCCC1. Product: [N+:1]([C:4]1[CH:5]=[CH:6][C:7]([O:8][CH2:9][C:10]([O:12][CH2:16][CH2:17][O:18][C:19](=[O:31])[CH2:20][O:21][C:22]2[CH:27]=[CH:26][C:25]([N+:28]([O-:30])=[O:29])=[CH:24][CH:23]=2)=[O:11])=[CH:13][CH:14]=1)([O-:3])=[O:2]. The catalyst class is: 4. (2) Reactant: C(O)(=O)CCC(O)=O.[S:9]([NH:25][C@H:26]([C:32]([OH:34])=[O:33])[CH2:27][CH2:28][CH2:29][CH2:30][NH2:31])([C:12]1[C:24]2[CH:23]=[CH:22][CH:21]=[C:17]([N:18]([CH3:20])[CH3:19])[C:16]=2[CH:15]=[CH:14][CH:13]=1)(=[O:11])=[O:10].ON1C(=O)CCC1=O.Cl.CN(C)CCCN=C=NCC. Product: [S:9]([NH:25][C@H:26]([C:32]([OH:34])=[O:33])[CH2:27][CH2:28][CH2:29][CH2:30][NH2:31])([C:12]1[C:24]2[CH:23]=[CH:22][CH:21]=[C:17]([N:18]([CH3:20])[CH3:19])[C:16]=2[CH:15]=[CH:14][CH:13]=1)(=[O:10])=[O:11]. The catalyst class is: 546.